This data is from Reaction yield outcomes from USPTO patents with 853,638 reactions. The task is: Predict the reaction yield, written as a fraction of the theoretical maximum amount of product (1.0 means a 100% yield; for example, 0.34 means a 34% yield). The reactants are [Br:1][C:2]1[CH:3]=[N:4][N:5]([CH3:16])[C:6]=1[C:7]1[CH:8]=[C:9]([C:13]([OH:15])=O)[S:10][C:11]=1[CH3:12].[NH2:17][C@@H:18]([CH2:31][C:32]1[CH:37]=[CH:36][C:35]([F:38])=[CH:34][CH:33]=1)[CH2:19][N:20]1[C:28](=[O:29])[C:27]2[C:22](=[CH:23][CH:24]=[CH:25][CH:26]=2)[C:21]1=[O:30].CC(OC(N[C@H](C(O)=O)CC1C=CC=CC=1C(F)(F)F)=O)(C)C.C1CN([P+](Br)(N2CCCC2)N2CCCC2)CC1.F[P-](F)(F)(F)(F)F.CCN(C(C)C)C(C)C. The catalyst is C(Cl)(Cl)Cl. The product is [Br:1][C:2]1[CH:3]=[N:4][N:5]([CH3:16])[C:6]=1[C:7]1[CH:8]=[C:9]([C:13]([NH:17][C@@H:18]([CH2:31][C:32]2[CH:33]=[CH:34][C:35]([F:38])=[CH:36][CH:37]=2)[CH2:19][N:20]2[C:28](=[O:29])[C:27]3[C:22](=[CH:23][CH:24]=[CH:25][CH:26]=3)[C:21]2=[O:30])=[O:15])[S:10][C:11]=1[CH3:12]. The yield is 0.710.